Dataset: Reaction yield outcomes from USPTO patents with 853,638 reactions. Task: Predict the reaction yield, written as a fraction of the theoretical maximum amount of product (1.0 means a 100% yield; for example, 0.34 means a 34% yield). (1) The reactants are Br[C:2]1[CH:3]=[C:4]([CH:7]=[CH:8][C:9]=1[O:10][CH2:11][CH2:12][CH3:13])[CH:5]=[O:6].[CH3:14][N:15](C=O)C.Cl. The catalyst is CCOC(C)=O. The product is [CH:5]([C:4]1[CH:7]=[CH:8][C:9]([O:10][CH2:11][CH2:12][CH3:13])=[C:2]([CH:3]=1)[C:14]#[N:15])=[O:6]. The yield is 0.880. (2) The reactants are [CH2:1]([N:3]([CH2:19][CH3:20])[CH2:4][CH2:5][N:6]1[CH2:11][CH2:10][C:9]2[NH:12][C:13]([CH:16]=O)=[C:14]([CH3:15])[C:8]=2[C:7]1=[O:18])[CH3:2].[Br:21][C:22]1[CH:30]=[CH:29][CH:28]=[C:27]2[C:23]=1[CH2:24][C:25](=[O:31])[NH:26]2. No catalyst specified. The product is [Br:21][C:22]1[CH:30]=[CH:29][CH:28]=[C:27]2[C:23]=1[C:24](=[CH:16][C:13]1[NH:12][C:9]3[CH2:10][CH2:11][N:6]([CH2:5][CH2:4][N:3]([CH2:19][CH3:20])[CH2:1][CH3:2])[C:7](=[O:18])[C:8]=3[C:14]=1[CH3:15])[C:25](=[O:31])[NH:26]2. The yield is 0.772.